This data is from Full USPTO retrosynthesis dataset with 1.9M reactions from patents (1976-2016). The task is: Predict the reactants needed to synthesize the given product. (1) Given the product [N:15]([CH2:14][CH2:13][CH2:12][CH2:11][CH2:10][C:9]([OH:18])=[O:8])=[N+:16]=[N-:17], predict the reactants needed to synthesize it. The reactants are: O=C1CCC(=O)N1[O:8][C:9](=[O:18])[CH2:10][CH2:11][CH2:12][CH2:13][CH2:14][N:15]=[N+:16]=[N-:17].BrCCCCCC(O)=O.[N-]=[N+]=[N-].[Na+]. (2) Given the product [C:17]1(/[CH:3]=[CH:2]/[C:1]([O:5][CH2:6][CH2:7][CH2:8][CH3:9])=[O:4])[CH:22]=[CH:21][CH:20]=[CH:19][CH:18]=1, predict the reactants needed to synthesize it. The reactants are: [C:1]([O:5][CH2:6][CH2:7][CH2:8][CH3:9])(=[O:4])[CH:2]=[CH2:3].C([O-])([O-])=O.[K+].[K+].Br[C:17]1[CH:22]=[CH:21][CH:20]=[CH:19][CH:18]=1.O.